The task is: Predict the product of the given reaction.. This data is from Forward reaction prediction with 1.9M reactions from USPTO patents (1976-2016). (1) Given the reactants [C:1]([C@@:3]1([CH:29]2[CH2:31][CH2:30]2)[CH2:7][CH2:6][N:5]([C:8]2[CH:13]=[CH:12][N:11]=[C:10]([NH:14][C:15]3[CH:27]=[CH:26][C:18]([C:19]([O:21]C(C)(C)C)=[O:20])=[CH:17][N:16]=3)[CH:9]=2)[C:4]1=[O:28])#[N:2].C(OC(=O)C)C.[ClH:38], predict the reaction product. The product is: [ClH:38].[ClH:38].[ClH:38].[C:1]([C@@:3]1([CH:29]2[CH2:31][CH2:30]2)[CH2:7][CH2:6][N:5]([C:8]2[CH:13]=[CH:12][N:11]=[C:10]([NH:14][C:15]3[CH:27]=[CH:26][C:18]([C:19]([OH:21])=[O:20])=[CH:17][N:16]=3)[CH:9]=2)[C:4]1=[O:28])#[N:2]. (2) Given the reactants [NH2:1][CH2:2]/[CH:3]=[CH:4]/[C:5]([O:7][CH3:8])=[O:6].CCN(C(C)C)C(C)C.O1CCOCC1.[CH3:24][C:25]([O:28][C:29](O[C:29]([O:28][C:25]([CH3:27])([CH3:26])[CH3:24])=[O:30])=[O:30])([CH3:27])[CH3:26], predict the reaction product. The product is: [C:25]([O:28][C:29]([NH:1][CH2:2]/[CH:3]=[CH:4]/[C:5]([O:7][CH3:8])=[O:6])=[O:30])([CH3:27])([CH3:26])[CH3:24].